This data is from Reaction yield outcomes from USPTO patents with 853,638 reactions. The task is: Predict the reaction yield, written as a fraction of the theoretical maximum amount of product (1.0 means a 100% yield; for example, 0.34 means a 34% yield). (1) The catalyst is CN(C=O)C. The product is [N+:36]([C:33]1[CH:34]=[CH:35][C:30]2[N:6]3[N:5]=[C:4]([C:7]4[CH:8]=[CH:9][C:10]([O:13][C:14]5[CH:19]=[CH:18][CH:17]=[CH:16][CH:15]=5)=[CH:11][CH:12]=4)[C:3]([C:20]([NH2:22])=[O:21])=[C:2]3[NH:1][CH2:40][CH2:39][C:31]=2[CH:32]=1)([O-:38])=[O:37]. The reactants are [NH2:1][C:2]1[NH:6][N:5]=[C:4]([C:7]2[CH:12]=[CH:11][C:10]([O:13][C:14]3[CH:19]=[CH:18][CH:17]=[CH:16][CH:15]=3)=[CH:9][CH:8]=2)[C:3]=1[C:20]([NH2:22])=[O:21].C([O-])([O-])=O.[K+].[K+].F[C:30]1[CH:35]=[CH:34][C:33]([N+:36]([O-:38])=[O:37])=[CH:32][C:31]=1[CH2:39][CH2:40]O. The yield is 0.111. (2) The catalyst is C(O)C. The yield is 0.750. The product is [CH:1]1([CH:7]([NH:18][C:19]2[CH:20]=[CH:21][C:22]([C:23]([OH:25])=[O:24])=[CH:27][CH:28]=2)[C:8]2[O:16][C:11]3=[N:12][CH:13]=[CH:14][CH:15]=[C:10]3[C:9]=2[CH3:17])[CH2:6][CH2:5][CH2:4][CH2:3][CH2:2]1. The reactants are [CH:1]1([CH:7]([NH:18][C:19]2[CH:28]=[CH:27][C:22]([C:23]([O:25]C)=[O:24])=[CH:21][CH:20]=2)[C:8]2[O:16][C:11]3=[N:12][CH:13]=[CH:14][CH:15]=[C:10]3[C:9]=2[CH3:17])[CH2:6][CH2:5][CH2:4][CH2:3][CH2:2]1.O1CCCC1.[OH-].[Na+]. (3) The reactants are [N:1]([C@@H:4]([C@@H:39]([C:48]1[CH:53]=[CH:52][C:51]([Cl:54])=[CH:50][CH:49]=1)[C:40]1[CH:41]=[N:42][C:43]([O:46][CH3:47])=[CH:44][CH:45]=1)[C:5]([NH:7][C:8]1[CH:37]=[CH:36][CH:35]=[C:34]([F:38])[C:9]=1[CH2:10][CH2:11][C@@H:12]1[N:17]([S:18]([C:21]2[CH:26]=[CH:25][CH:24]=[CH:23][CH:22]=2)(=[O:20])=[O:19])[CH2:16][CH2:15][N:14]([C:27]([O:29][C:30]([CH3:33])([CH3:32])[CH3:31])=[O:28])[CH2:13]1)=[O:6])=[N+]=[N-].CP(C)C. The catalyst is CCOC(C)=O.O. The product is [NH2:1][C@@H:4]([C@@H:39]([C:48]1[CH:53]=[CH:52][C:51]([Cl:54])=[CH:50][CH:49]=1)[C:40]1[CH:41]=[N:42][C:43]([O:46][CH3:47])=[CH:44][CH:45]=1)[C:5]([NH:7][C:8]1[CH:37]=[CH:36][CH:35]=[C:34]([F:38])[C:9]=1[CH2:10][CH2:11][C@@H:12]1[N:17]([S:18]([C:21]2[CH:26]=[CH:25][CH:24]=[CH:23][CH:22]=2)(=[O:20])=[O:19])[CH2:16][CH2:15][N:14]([C:27]([O:29][C:30]([CH3:31])([CH3:33])[CH3:32])=[O:28])[CH2:13]1)=[O:6]. The yield is 0.440. (4) The reactants are [N:1]1[CH:6]=[CH:5][CH:4]=[C:3]([C:7]2[CH:15]=[C:14]3[C:10]([CH2:11][C:12](=[O:16])[NH:13]3)=[CH:9][CH:8]=2)[CH:2]=1.[CH2:17]([N:19]([CH2:34][CH3:35])[CH2:20][CH2:21][NH:22][C:23]([C:25]1[C:29]([CH3:30])=[C:28]([CH:31]=O)[NH:27][C:26]=1[CH3:33])=[O:24])[CH3:18]. No catalyst specified. The product is [CH2:34]([N:19]([CH2:17][CH3:18])[CH2:20][CH2:21][NH:22][C:23]([C:25]1[C:29]([CH3:30])=[C:28]([CH:31]=[C:11]2[C:10]3[C:14](=[CH:15][C:7]([C:3]4[CH:2]=[N:1][CH:6]=[CH:5][CH:4]=4)=[CH:8][CH:9]=3)[NH:13][C:12]2=[O:16])[NH:27][C:26]=1[CH3:33])=[O:24])[CH3:35]. The yield is 0.330.